This data is from Full USPTO retrosynthesis dataset with 1.9M reactions from patents (1976-2016). The task is: Predict the reactants needed to synthesize the given product. (1) Given the product [C:20]([C:2]1[S:1][C:5]2[O:6][C:7]3[CH:15]=[CH:14][CH:13]=[CH:12][C:8]=3[NH:9][C:10](=[O:11])[C:4]=2[CH:3]=1)(=[O:22])[CH3:21], predict the reactants needed to synthesize it. The reactants are: [S:1]1[C:5]2[O:6][C:7]3[CH:15]=[CH:14][CH:13]=[CH:12][C:8]=3[NH:9][C:10](=[O:11])[C:4]=2[CH:3]=[CH:2]1.ClCCCl.[C:20](Cl)(=[O:22])[CH3:21].[Cl-].[Al+3].[Cl-].[Cl-]. (2) Given the product [OH:1][C:2]1[C:6](=[O:7])[N:5]([C:8]2[S:9][C:10]([CH3:13])=[N:11][N:12]=2)[CH:4]([C:14]2[CH:15]=[CH:16][C:17]([C:18]([N:35]([CH3:36])[CH3:34])=[O:19])=[CH:21][CH:22]=2)[C:3]=1[C:23](=[O:32])[C:24]1[CH:25]=[CH:26][C:27]([O:30][CH3:31])=[CH:28][CH:29]=1, predict the reactants needed to synthesize it. The reactants are: [OH:1][C:2]1[C:6](=[O:7])[N:5]([C:8]2[S:9][C:10]([CH3:13])=[N:11][N:12]=2)[CH:4]([C:14]2[CH:22]=[CH:21][C:17]([C:18](O)=[O:19])=[CH:16][CH:15]=2)[C:3]=1[C:23](=[O:32])[C:24]1[CH:29]=[CH:28][C:27]([O:30][CH3:31])=[CH:26][CH:25]=1.Cl.[CH3:34][NH:35][CH3:36].